From a dataset of Full USPTO retrosynthesis dataset with 1.9M reactions from patents (1976-2016). Predict the reactants needed to synthesize the given product. (1) Given the product [Cl:12][C:11]1[CH:10]=[C:9]2[C:4]([C:5]([CH:13]3[CH2:18][CH2:17][N:16]([C:19]([O:21][C:22]([CH3:25])([CH3:24])[CH3:23])=[O:20])[CH2:15][CH2:14]3)=[N:6][CH:7]=[N:8]2)=[CH:3][C:2]=1[C:28]1[CH:29]=[CH:30][CH:31]=[CH:32][C:27]=1[Cl:26], predict the reactants needed to synthesize it. The reactants are: Br[C:2]1[CH:3]=[C:4]2[C:9](=[CH:10][C:11]=1[Cl:12])[N:8]=[CH:7][N:6]=[C:5]2[CH:13]1[CH2:18][CH2:17][N:16]([C:19]([O:21][C:22]([CH3:25])([CH3:24])[CH3:23])=[O:20])[CH2:15][CH2:14]1.[Cl:26][C:27]1[CH:32]=[CH:31][CH:30]=[CH:29][C:28]=1B(O)O.C([O-])([O-])=O.[Na+].[Na+]. (2) Given the product [CH3:1][N:2]([CH3:19])[C:3]1[CH:4]=[N:5][C:6]([C:9]2[CH:18]=[CH:17][CH:16]=[CH:15][C:10]=2[C:11]([OH:13])=[O:12])=[CH:7][CH:8]=1, predict the reactants needed to synthesize it. The reactants are: [CH3:1][N:2]([CH3:19])[C:3]1[CH:4]=[N:5][C:6]([C:9]2[CH:18]=[CH:17][CH:16]=[CH:15][C:10]=2[C:11]([O:13]C)=[O:12])=[CH:7][CH:8]=1.[OH-].[Na+]. (3) Given the product [CH3:1][N:2]([S:15]([C:18]1[S:19][CH:20]=[CH:21][CH:22]=1)(=[O:17])=[O:16])[C:3]1[CH:4]=[CH:5][CH:6]=[C:7]2[C:11]=1[NH:10][C:9]([C:12]([NH2:23])=[O:14])=[CH:8]2, predict the reactants needed to synthesize it. The reactants are: [CH3:1][N:2]([S:15]([C:18]1[S:19][CH:20]=[CH:21][CH:22]=1)(=[O:17])=[O:16])[C:3]1[CH:4]=[CH:5][CH:6]=[C:7]2[C:11]=1[NH:10][C:9]([C:12]([OH:14])=O)=[CH:8]2.[N:23]1(O)C2C=CC=CC=2N=N1.Cl.CN(C)CCCN=C=NCC.N.C(O)(=O)CC(CC(O)=O)(C(O)=O)O. (4) The reactants are: [F:1][CH:2]([F:32])[C:3]1[N:8]=[CH:7][C:6]([S:9]([CH:12]([C:23]2[C:28]([F:29])=[CH:27][CH:26]=[C:25]([F:30])[C:24]=2[F:31])[C:13]2[C:14]([CH3:22])=[CH:15][C:16]([C:19]([NH2:21])=[O:20])=[N:17][CH:18]=2)(=[O:11])=[O:10])=[CH:5][CH:4]=1.C=O.[OH-].[Na+].[C:37](OCC)(=[O:39])C. Given the product [F:32][CH:2]([F:1])[C:3]1[N:8]=[CH:7][C:6]([S:9]([CH:12]([C:23]2[C:28]([F:29])=[CH:27][CH:26]=[C:25]([F:30])[C:24]=2[F:31])[C:13]2[C:14]([CH3:22])=[CH:15][C:16]([C:19]([NH:21][CH2:37][OH:39])=[O:20])=[N:17][CH:18]=2)(=[O:10])=[O:11])=[CH:5][CH:4]=1, predict the reactants needed to synthesize it. (5) Given the product [CH3:6][C:7]1[C:14]([C:15]([F:16])([F:17])[F:18])=[CH:13][CH:12]=[CH:11][C:8]=1[CH2:9][CH:2]([C:1]#[N:5])[C:3]#[N:4], predict the reactants needed to synthesize it. The reactants are: [C:1](#[N:5])[CH2:2][C:3]#[N:4].[CH3:6][C:7]1[C:14]([C:15]([F:18])([F:17])[F:16])=[CH:13][CH:12]=[CH:11][C:8]=1[CH:9]=O.[BH4-].[Na+].Cl.